This data is from Forward reaction prediction with 1.9M reactions from USPTO patents (1976-2016). The task is: Predict the product of the given reaction. Given the reactants Cl[C:2]1[N:10]2[C:6](=[N:7][C:8]3[CH:14]=[CH:13][CH:12]=[CH:11][C:9]=32)[C:5]([C:15]#[N:16])=[C:4]([CH3:17])[C:3]=1[C:18]1[CH:23]=[CH:22][CH:21]=[CH:20][CH:19]=1.C(O[C:29]([NH:31][C@H:32]1[C@@H:36]([CH2:37][OH:38])[CH2:35][NH:34][CH2:33]1)=O)(C)(C)C.Cl.[OH-].[Na+].[C:42](=O)(O)[O-].[Na+].C=O.[B-]C#N.[Na+], predict the reaction product. The product is: [OH:38][CH2:37][C@H:36]1[CH2:35][N:34]([C:2]2[N:10]3[C:6](=[N:7][C:8]4[CH:14]=[CH:13][CH:12]=[CH:11][C:9]=43)[C:5]([C:15]#[N:16])=[C:4]([CH3:17])[C:3]=2[C:18]2[CH:23]=[CH:22][CH:21]=[CH:20][CH:19]=2)[CH2:33][C@H:32]1[N:31]([CH3:42])[CH3:29].